Dataset: Full USPTO retrosynthesis dataset with 1.9M reactions from patents (1976-2016). Task: Predict the reactants needed to synthesize the given product. (1) The reactants are: [F:1][C:2]1[C:11]([F:12])=[CH:10][C:5]2[NH:6][C:7](=[S:9])[NH:8][C:4]=2[CH:3]=1.[H-].[Na+].[N+]([C:18]1[O:22][C:21]([CH:23]=[O:24])=[CH:20][CH:19]=1)([O-])=O. Given the product [F:12][C:11]1[C:2]([F:1])=[CH:3][C:4]2[NH:8][C:7]([S:9][C:18]3[O:22][C:21]([CH:23]=[O:24])=[CH:20][CH:19]=3)=[N:6][C:5]=2[CH:10]=1, predict the reactants needed to synthesize it. (2) Given the product [Br:10][CH2:8][C:7]([CH:1]1[CH2:6][CH2:5][CH2:4][CH2:3][CH2:2]1)=[O:9], predict the reactants needed to synthesize it. The reactants are: [CH:1]1([C:7](=[O:9])[CH3:8])[CH2:6][CH2:5][CH2:4][CH2:3][CH2:2]1.[Br:10]Br.S([O-])([O-])=O.[Na+].[Na+]. (3) Given the product [NH:43]1[CH2:49][CH2:48][CH2:47][CH:46]([NH:50][C:2]2[C:11]3[C:6](=[CH:7][CH:8]=[CH:9][CH:10]=3)[N:5]=[C:4]([C:12]3[CH:17]=[C:16]([F:18])[CH:15]=[CH:14][C:13]=3[OH:19])[N:3]=2)[CH2:45][CH2:44]1, predict the reactants needed to synthesize it. The reactants are: Cl[C:2]1[C:11]2[C:6](=[CH:7][CH:8]=[CH:9][CH:10]=2)[N:5]=[C:4]([C:12]2[CH:17]=[C:16]([F:18])[CH:15]=[CH:14][C:13]=2[O:19]C)[N:3]=1.C(OC(N1CCCCC(N)C1)=O)(C)(C)C.C(OC([N:43]1[CH2:49][CH2:48][CH2:47][CH:46]([NH2:50])[CH2:45][CH2:44]1)=O)(C)(C)C.